This data is from Catalyst prediction with 721,799 reactions and 888 catalyst types from USPTO. The task is: Predict which catalyst facilitates the given reaction. (1) Reactant: N1C=CC=CC=1.Cl[S:8]([C:11]1[CH:16]=[CH:15][C:14]([F:17])=[CH:13][C:12]=1[CH2:18][C:19]([O:21][CH3:22])=[O:20])(=[O:10])=[O:9].[NH2:23][C:24]1[C:33]([C:34]([O:36][CH3:37])=[O:35])=[C:32]2[C:27]([C@H:28]3[CH2:38][C@H:29]3[CH2:30][O:31]2)=[CH:26][CH:25]=1. Product: [F:17][C:14]1[CH:15]=[CH:16][C:11]([S:8]([NH:23][C:24]2[C:33]([C:34]([O:36][CH3:37])=[O:35])=[C:32]3[C:27]([C@H:28]4[CH2:38][C@H:29]4[CH2:30][O:31]3)=[CH:26][CH:25]=2)(=[O:10])=[O:9])=[C:12]([CH2:18][C:19]([O:21][CH3:22])=[O:20])[CH:13]=1. The catalyst class is: 2. (2) Reactant: [Br:1][C:2]1[CH:3]=[C:4]2[C:9](=[CH:10][CH:11]=1)[N:8]=[C:7]([C:12]1[CH:17]=[C:16]([O:18][CH3:19])[C:15]([O:20][CH3:21])=[C:14]([O:22][CH3:23])[CH:13]=1)[CH:6]=[C:5]2[C:24](O)=[O:25].Cl.Cl.[NH2:29][CH:30]([CH2:33][C:34]1[C:38]2[CH:39]=[N:40][CH:41]=[CH:42][C:37]=2[NH:36][CH:35]=1)[CH2:31][OH:32].C1C=CC2N(O)N=NC=2C=1.CCN=C=NCCCN(C)C. Product: [OH:32][CH2:31][CH:30]([NH:29][C:24]([C:5]1[C:4]2[C:9](=[CH:10][CH:11]=[C:2]([Br:1])[CH:3]=2)[N:8]=[C:7]([C:12]2[CH:17]=[C:16]([O:18][CH3:19])[C:15]([O:20][CH3:21])=[C:14]([O:22][CH3:23])[CH:13]=2)[CH:6]=1)=[O:25])[CH2:33][C:34]1[C:38]2[CH:39]=[N:40][CH:41]=[CH:42][C:37]=2[NH:36][CH:35]=1. The catalyst class is: 851.